Dataset: Reaction yield outcomes from USPTO patents with 853,638 reactions. Task: Predict the reaction yield, written as a fraction of the theoretical maximum amount of product (1.0 means a 100% yield; for example, 0.34 means a 34% yield). The reactants are [CH3:1][C:2]1([CH3:13])[NH:11][C:10]2[C:5](=[CH:6][CH:7]=[CH:8][CH:9]=2)[NH:4][C:3]1=[O:12].[H-].[Na+].I[CH3:17]. The catalyst is C1COCC1. The product is [CH3:17][N:4]1[C:5]2[C:10](=[CH:9][CH:8]=[CH:7][CH:6]=2)[NH:11][C:2]([CH3:13])([CH3:1])[C:3]1=[O:12]. The yield is 0.780.